This data is from Catalyst prediction with 721,799 reactions and 888 catalyst types from USPTO. The task is: Predict which catalyst facilitates the given reaction. Reactant: [F:1][C:2]([F:22])([F:21])[C:3]1[CH:8]=[CH:7][CH:6]=[CH:5][C:4]=1[C:9]1[O:10][C:11]2[C:12](=[C:14]([C:18]([OH:20])=O)[CH:15]=[CH:16][CH:17]=2)[N:13]=1.[S:23]1[CH:27]=[CH:26][N:25]=[C:24]1[NH2:28].CN(C(ON1N=NC2C=CC=NC1=2)=[N+](C)C)C.F[P-](F)(F)(F)(F)F.CCN(C(C)C)C(C)C. Product: [S:23]1[CH:27]=[CH:26][N:25]=[C:24]1[NH:28][C:18]([C:14]1[CH:15]=[CH:16][CH:17]=[C:11]2[O:10][C:9]([C:4]3[CH:5]=[CH:6][CH:7]=[CH:8][C:3]=3[C:2]([F:21])([F:1])[F:22])=[N:13][C:12]=12)=[O:20]. The catalyst class is: 31.